From a dataset of Catalyst prediction with 721,799 reactions and 888 catalyst types from USPTO. Predict which catalyst facilitates the given reaction. (1) Reactant: [CH3:1][N:2]([CH3:15])[C:3]([N:5]1[CH2:9][CH:8]2[CH2:10][C:11]([NH2:14])([CH3:13])[CH2:12][CH:7]2[CH2:6]1)=[O:4].Cl[CH2:17][C:18]([N:20]1[CH2:24][C@@H:23]([F:25])[CH2:22][C@H:21]1[C:26]#[N:27])=[O:19].C(=O)([O-])[O-].[K+].[K+]. Product: [C:26]([C@@H:21]1[CH2:22][C@H:23]([F:25])[CH2:24][N:20]1[C:18](=[O:19])[CH2:17][NH:14][C:11]1([CH3:13])[CH2:12][CH:7]2[CH2:6][N:5]([C:3]([N:2]([CH3:1])[CH3:15])=[O:4])[CH2:9][CH:8]2[CH2:10]1)#[N:27]. The catalyst class is: 120. (2) Reactant: [OH:1][C@@H:2]([CH2:22][CH2:23][CH2:24][CH2:25][CH3:26])/[CH:3]=[CH:4]/[C@H:5]1[CH2:9][CH2:8][C:7](=[O:10])[N:6]1[CH2:11][CH2:12][C:13]1[CH:21]=[CH:20][C:16]([C:17](O)=[O:18])=[CH:15][CH:14]=1.C(Cl)CCl.C1C=CC2N(O)N=[N:37]C=2C=1.[Cl-].N.CCN(C(C)C)C(C)C. Product: [OH:1][C@@H:2]([CH2:22][CH2:23][CH2:24][CH2:25][CH3:26])/[CH:3]=[CH:4]/[C@H:5]1[CH2:9][CH2:8][C:7](=[O:10])[N:6]1[CH2:11][CH2:12][C:13]1[CH:21]=[CH:20][C:16]([C:17]([NH2:37])=[O:18])=[CH:15][CH:14]=1. The catalyst class is: 3.